This data is from Catalyst prediction with 721,799 reactions and 888 catalyst types from USPTO. The task is: Predict which catalyst facilitates the given reaction. (1) Reactant: Br[C:2]1[C:7](=[O:8])[N:6]([CH2:9][C:10]2[CH:15]=[CH:14][C:13]([O:16][CH3:17])=[CH:12][CH:11]=2)[N:5]=[C:4]([CH2:18][N:19]2[C:24](=[O:25])[C:23]([O:26][C:27]3[CH:28]=[C:29]([CH:32]=[C:33]([Cl:35])[CH:34]=3)[C:30]#[N:31])=[C:22]([C:36]([F:39])([F:38])[F:37])[N:21]=[CH:20]2)[CH:3]=1.[C:40]1(B(O)O)[CH:45]=[CH:44][CH:43]=[CH:42][CH:41]=1.[O-]P([O-])([O-])=O.[K+].[K+].[K+]. Product: [Cl:35][C:33]1[CH:32]=[C:29]([CH:28]=[C:27]([O:26][C:23]2[C:24](=[O:25])[N:19]([CH2:18][C:4]3[CH:3]=[C:2]([C:40]4[CH:45]=[CH:44][CH:43]=[CH:42][CH:41]=4)[C:7](=[O:8])[N:6]([CH2:9][C:10]4[CH:15]=[CH:14][C:13]([O:16][CH3:17])=[CH:12][CH:11]=4)[N:5]=3)[CH:20]=[N:21][C:22]=2[C:36]([F:39])([F:38])[F:37])[CH:34]=1)[C:30]#[N:31]. The catalyst class is: 6. (2) Reactant: [Cl:1][C:2]1[CH:10]=[CH:9][C:5]([C:6]([NH2:8])=[O:7])=[CH:4][CH:3]=1.C=O.[NH:13]1[C:17]2[CH:18]=[CH:19][CH:20]=[CH:21][C:16]=2[N:15]=[N:14]1.[O-]S([O-])(=O)=O.[Mg+2].[C:28]1(C)C=CC(S(O)(=O)=O)=CC=1. Product: [N:13]1([CH2:28][NH:8][C:6](=[O:7])[C:5]2[CH:9]=[CH:10][C:2]([Cl:1])=[CH:3][CH:4]=2)[C:17]2[CH:18]=[CH:19][CH:20]=[CH:21][C:16]=2[N:15]=[N:14]1. The catalyst class is: 11. (3) Reactant: [H-].[Na+].[OH:3][C:4]1[C:9]([C:10]2[N:14]=[C:13]([C@@H:15]3[CH2:19][CH2:18][CH2:17][N:16]3[C:20]([C:22]3[CH:27]=[C:26]([CH3:28])[CH:25]=[CH:24][C:23]=3[N:29]3[N:33]=[CH:32][CH:31]=[N:30]3)=[O:21])[O:12][N:11]=2)=[CH:8][CH:7]=[CH:6][N:5]=1.[F:34][C:35]([F:43])(S(F)(=O)=O)C(O)=O. Product: [F:34][CH:35]([F:43])[O:3][C:4]1[C:9]([C:10]2[N:14]=[C:13]([C@@H:15]3[CH2:19][CH2:18][CH2:17][N:16]3[C:20]([C:22]3[CH:27]=[C:26]([CH3:28])[CH:25]=[CH:24][C:23]=3[N:29]3[N:33]=[CH:32][CH:31]=[N:30]3)=[O:21])[O:12][N:11]=2)=[CH:8][CH:7]=[CH:6][N:5]=1. The catalyst class is: 144. (4) Reactant: [F:1][C:2]1[CH:3]=[C:4]([C:9](=O)[CH:10]([CH3:17])[CH2:11][C:12](OCC)=[O:13])[CH:5]=[CH:6][C:7]=1[F:8].O.[NH2:20][NH2:21]. Product: [F:1][C:2]1[CH:3]=[C:4]([C:9]2[CH:10]([CH3:17])[CH2:11][C:12](=[O:13])[NH:20][N:21]=2)[CH:5]=[CH:6][C:7]=1[F:8]. The catalyst class is: 14. (5) Reactant: [N+:1]([C:4]1[N:9]=[CH:8][C:7]([O:10][C:11]2[CH:12]=[C:13]([CH:15]=[CH:16][CH:17]=2)[NH2:14])=[CH:6][CH:5]=1)([O-:3])=[O:2].C(N(C(C)C)CC)(C)C.[O:27]=[C:28]1[N:32]([C:33]2[CH:38]=[CH:37][CH:36]=[CH:35][CH:34]=2)[CH2:31][CH2:30][N:29]1[C:39](Cl)=[O:40]. Product: [N+:1]([C:4]1[N:9]=[CH:8][C:7]([O:10][C:11]2[CH:12]=[C:13]([NH:14][C:39]([N:29]3[CH2:30][CH2:31][N:32]([C:33]4[CH:38]=[CH:37][CH:36]=[CH:35][CH:34]=4)[C:28]3=[O:27])=[O:40])[CH:15]=[CH:16][CH:17]=2)=[CH:6][CH:5]=1)([O-:3])=[O:2]. The catalyst class is: 4. (6) Reactant: [P:1](Cl)(Cl)(=[O:9])[O:2][C:3]1[CH:8]=[CH:7][CH:6]=[CH:5][CH:4]=1.[Cl-:12].[CH2:13]([O:20][C:21](=[O:25])[C@@H:22]([NH3+:24])[CH3:23])[C:14]1[CH:19]=[CH:18][CH:17]=[CH:16][CH:15]=1.C(N(CC)CC)C. Product: [Cl:12][C:4]1[CH:5]=[CH:6][CH:7]=[CH:8][C:3]=1[O:2][P:1](=[N:24][C@@H:22]([CH3:23])[C:21]([O:20][CH2:13][C:14]1[CH:19]=[CH:18][CH:17]=[CH:16][CH:15]=1)=[O:25])=[O:9]. The catalyst class is: 4. (7) Reactant: Br[C:2]1[CH:7]=[CH:6][N:5]=[C:4]([NH2:8])[CH:3]=1.[CH:9]1(B(O)O)[CH2:11][CH2:10]1.C([O-])([O-])=O.[K+].[K+]. Product: [CH:9]1([C:2]2[CH:7]=[CH:6][N:5]=[C:4]([NH2:8])[CH:3]=2)[CH2:11][CH2:10]1. The catalyst class is: 117.